Dataset: Aqueous solubility values for 9,982 compounds from the AqSolDB database. Task: Regression/Classification. Given a drug SMILES string, predict its absorption, distribution, metabolism, or excretion properties. Task type varies by dataset: regression for continuous measurements (e.g., permeability, clearance, half-life) or binary classification for categorical outcomes (e.g., BBB penetration, CYP inhibition). For this dataset (solubility_aqsoldb), we predict Y. (1) The molecule is COc1ccc(C(=O)O)cc1[N+](=O)[O-]. The Y is -2.66 log mol/L. (2) The compound is CC(=O)OCCOCCOCCOC(C)=O. The Y is 0.630 log mol/L.